Dataset: Peptide-MHC class I binding affinity with 185,985 pairs from IEDB/IMGT. Task: Regression. Given a peptide amino acid sequence and an MHC pseudo amino acid sequence, predict their binding affinity value. This is MHC class I binding data. The peptide sequence is RMKWMMAM. The MHC is HLA-B07:02 with pseudo-sequence HLA-B07:02. The binding affinity (normalized) is 0.253.